From a dataset of TCR-epitope binding with 47,182 pairs between 192 epitopes and 23,139 TCRs. Binary Classification. Given a T-cell receptor sequence (or CDR3 region) and an epitope sequence, predict whether binding occurs between them. (1) The epitope is KLFIRQEEV. The TCR CDR3 sequence is CASRGAGPTYNSPLHF. Result: 0 (the TCR does not bind to the epitope). (2) The epitope is GLIYNRMGAVTTEV. The TCR CDR3 sequence is CASSLTGLGEKLFF. Result: 0 (the TCR does not bind to the epitope). (3) The TCR CDR3 sequence is CSVHDLGGVNTEAFF. The epitope is FLRGRAYGL. Result: 0 (the TCR does not bind to the epitope). (4) The epitope is ISDYDYYRY. The TCR CDR3 sequence is CASSAFSGFQETQYF. Result: 0 (the TCR does not bind to the epitope). (5) The epitope is FLNGSCGSV. The TCR CDR3 sequence is CASSGLDTQYF. Result: 1 (the TCR binds to the epitope). (6) The epitope is TLVPQEHYV. The TCR CDR3 sequence is CASSLTGAMNTEAFF. Result: 0 (the TCR does not bind to the epitope). (7) The epitope is ILGLPTQTV. The TCR CDR3 sequence is CASSYARGEPKETQYF. Result: 0 (the TCR does not bind to the epitope). (8) The epitope is FLASKIGRLV. The TCR CDR3 sequence is CASSPGDGQPQHF. Result: 0 (the TCR does not bind to the epitope). (9) The epitope is EHPTFTSQYRIQGKL. The TCR CDR3 sequence is CASSFWTGAEAFF. Result: 0 (the TCR does not bind to the epitope). (10) The epitope is KPLEFGATSAAL. The TCR CDR3 sequence is CASSLQLGASNQPQHF. Result: 0 (the TCR does not bind to the epitope).